Regression/Classification. Given a drug SMILES string, predict its absorption, distribution, metabolism, or excretion properties. Task type varies by dataset: regression for continuous measurements (e.g., permeability, clearance, half-life) or binary classification for categorical outcomes (e.g., BBB penetration, CYP inhibition). Dataset: cyp2c9_veith. From a dataset of CYP2C9 inhibition data for predicting drug metabolism from PubChem BioAssay. (1) The result is 0 (non-inhibitor). The molecule is O=C(O)c1nn(-c2ccccc2)nc1-c1nn(-c2ccccc2)nc1C(=O)O. (2) The molecule is CC[C@@H]1[C@@H]2Cc3ccc(O)cc3[C@@]1(CC)CCN2C.O=C(O)[C@@H](O)c1ccccc1. The result is 0 (non-inhibitor). (3) The drug is CN(C)c1ccc(NC(=O)c2cccc(N3C(=O)C4C5C=CC(C5)C4C3=O)c2)cc1. The result is 0 (non-inhibitor).